Task: Predict the reactants needed to synthesize the given product.. Dataset: Full USPTO retrosynthesis dataset with 1.9M reactions from patents (1976-2016) The reactants are: ClC1C=CC=C(C(OO)=[O:9])C=1.[CH3:12][C:13]1[S:17][C:16]2([CH2:22][CH2:21][N:20]([CH3:23])[CH2:19][CH2:18]2)[CH2:15][N:14]=1.[O-2].[Al+3].[O-2].[O-2].[Al+3].C(Cl)(Cl)Cl. Given the product [CH3:12][C:13]1[S:17][C:16]2([CH2:22][CH2:21][N+:20]([O-:9])([CH3:23])[CH2:19][CH2:18]2)[CH2:15][N:14]=1, predict the reactants needed to synthesize it.